This data is from Full USPTO retrosynthesis dataset with 1.9M reactions from patents (1976-2016). The task is: Predict the reactants needed to synthesize the given product. (1) Given the product [CH3:37][O:38][C:39]([C:41]1([NH:46][C:47]([CH:49]2[CH2:53][CH:52]([O:21][C:7]3[C:6]4[C:11](=[C:2]([Cl:1])[C:3]([O:22][CH2:23][CH2:24][N:25]5[CH2:26][CH2:27][O:28][CH2:29][CH2:30]5)=[CH:4][CH:5]=4)[N:10]=[C:9]([C:12]4[N:13]=[C:14]([NH:17][CH:18]([CH3:19])[CH3:20])[O:15][CH:16]=4)[CH:8]=3)[CH2:51][N:50]2[CH2:65][CH:66]([NH:71][C:72]([O:74][C:75]([CH3:78])([CH3:77])[CH3:76])=[O:73])[C:67]([CH3:69])([CH3:70])[CH3:68])=[O:48])[CH2:43][CH:42]1[CH:44]=[CH2:45])=[O:40], predict the reactants needed to synthesize it. The reactants are: [Cl:1][C:2]1[C:3]([O:22][CH2:23][CH2:24][N:25]2[CH2:30][CH2:29][O:28][CH2:27][CH2:26]2)=[CH:4][CH:5]=[C:6]2[C:11]=1[N:10]=[C:9]([C:12]1[N:13]=[C:14]([NH:17][CH:18]([CH3:20])[CH3:19])[O:15][CH:16]=1)[CH:8]=[C:7]2[OH:21].C(=O)([O-])[O-].[Cs+].[Cs+].[CH3:37][O:38][C:39]([C:41]1([NH:46][C:47]([CH:49]2[CH2:53][CH:52](OS(C3C=CC(Br)=CC=3)(=O)=O)[CH2:51][N:50]2[C:65](=O)[CH:66]([NH:71][C:72]([O:74][C:75]([CH3:78])([CH3:77])[CH3:76])=[O:73])[C:67]([CH3:70])([CH3:69])[CH3:68])=[O:48])[CH2:43][CH:42]1[CH:44]=[CH2:45])=[O:40].C(=O)(O)[O-].[Na+]. (2) Given the product [O:1]=[C:2]1[CH:6]=[C:5]([C@H:7]2[CH2:12][CH2:11][N:10]([C:13]([O:15][CH3:16])=[O:14])[C@@H:9]([CH2:17][C:18]3[CH:23]=[CH:22][CH:21]=[C:20]([C:24]([F:27])([F:25])[F:26])[CH:19]=3)[CH2:8]2)[O:4][NH:3]1.[O:1]=[C:2]1[CH:6]=[C:5]([C@@H:7]2[CH2:12][CH2:11][N:10]([C:13]([O:15][CH3:16])=[O:14])[C@H:9]([CH2:17][C:18]3[CH:23]=[CH:22][CH:21]=[C:20]([C:24]([F:27])([F:25])[F:26])[CH:19]=3)[CH2:8]2)[O:4][NH:3]1, predict the reactants needed to synthesize it. The reactants are: [O:1]=[C:2]1[CH:6]=[C:5]([C@H:7]2[CH2:12][CH2:11][N:10]([C:13]([O:15][CH3:16])=[O:14])[C@@H:9]([CH2:17][C:18]3[CH:23]=[CH:22][CH:21]=[C:20]([C:24]([F:27])([F:26])[F:25])[CH:19]=3)[CH2:8]2)[O:4][NH:3]1.CCCCCCC.CC(O)C. (3) Given the product [F:12][C:4]1[C:5]([O:10][CH3:11])=[CH:6][C:7]([O:8][CH3:9])=[C:2]([F:1])[C:3]=1[N:13]1[CH2:22][C:21]2[CH:20]=[N:19][C:18]3[N:23]([CH2:26][O:27][CH2:28][CH2:29][Si:30]([CH3:32])([CH3:33])[CH3:31])[CH:24]=[CH:25][C:17]=3[C:16]=2[C:15]2([CH2:34][CH2:35][N:36]([CH3:42])[CH2:37][CH2:38]2)[C:14]1=[O:39], predict the reactants needed to synthesize it. The reactants are: [F:1][C:2]1[C:7]([O:8][CH3:9])=[CH:6][C:5]([O:10][CH3:11])=[C:4]([F:12])[C:3]=1[N:13]1[CH2:22][C:21]2[CH:20]=[N:19][C:18]3[N:23]([CH2:26][O:27][CH2:28][CH2:29][Si:30]([CH3:33])([CH3:32])[CH3:31])[CH:24]=[CH:25][C:17]=3[C:16]=2[C:15]2([CH2:38][CH2:37][NH:36][CH2:35][CH2:34]2)[C:14]1=[O:39].C=O.[C:42](O[BH-](OC(=O)C)OC(=O)C)(=O)C.[Na+].